This data is from NCI-60 drug combinations with 297,098 pairs across 59 cell lines. The task is: Regression. Given two drug SMILES strings and cell line genomic features, predict the synergy score measuring deviation from expected non-interaction effect. Drug 1: CNC(=O)C1=NC=CC(=C1)OC2=CC=C(C=C2)NC(=O)NC3=CC(=C(C=C3)Cl)C(F)(F)F. Drug 2: C1CN(P(=O)(OC1)NCCCl)CCCl. Cell line: OVCAR3. Synergy scores: CSS=1.95, Synergy_ZIP=-0.498, Synergy_Bliss=-2.89, Synergy_Loewe=-2.41, Synergy_HSA=-3.83.